This data is from Forward reaction prediction with 1.9M reactions from USPTO patents (1976-2016). The task is: Predict the product of the given reaction. Given the reactants ClC1C=CC([N:8]([C@H:12]2[C:21]3[C:16](=[CH:17][CH:18]=[CH:19][CH:20]=3)[N:15]([C:22](=[O:31])[C:23]3[CH:28]=[CH:27][C:26]([O:29][CH3:30])=[CH:25][CH:24]=3)[C@@H:14]([CH3:32])[CH2:13]2)C(=O)C)=C(C)C=1.FC1C=CC(C(Cl)=O)=CC=1, predict the reaction product. The product is: [CH3:30][O:29][C:26]1[CH:25]=[CH:24][C:23]([C:22]([N:15]2[C:16]3[C:21](=[CH:20][CH:19]=[CH:18][CH:17]=3)[C@H:12]([NH2:8])[CH2:13][C@@H:14]2[CH3:32])=[O:31])=[CH:28][CH:27]=1.